This data is from Catalyst prediction with 721,799 reactions and 888 catalyst types from USPTO. The task is: Predict which catalyst facilitates the given reaction. (1) Reactant: [CH3:1][N:2]([CH:10]1[CH2:15][CH2:14][N:13]([C:16]2[CH:17]=[CH:18][C:19]3[N:20]([C:22]([C:25]([F:28])([F:27])[F:26])=[N:23][N:24]=3)[N:21]=2)[CH2:12][CH2:11]1)C(=O)OC(C)(C)C. Product: [CH3:1][NH:2][CH:10]1[CH2:15][CH2:14][N:13]([C:16]2[CH:17]=[CH:18][C:19]3[N:20]([C:22]([C:25]([F:28])([F:26])[F:27])=[N:23][N:24]=3)[N:21]=2)[CH2:12][CH2:11]1. The catalyst class is: 137. (2) Reactant: [CH3:1][O:2][CH2:3][C:4]([C:6]1[C:11]([OH:12])=[CH:10][C:9]([OH:13])=[CH:8][C:7]=1[OH:14])=[O:5].C([O-])([O-])=O.[K+].[K+].[C:21](Cl)(=O)[CH3:22].Cl. Product: [OH:14][C:7]1[CH:8]=[C:9]([OH:13])[CH:10]=[C:11]2[C:6]=1[C:4](=[O:5])[C:3]([O:2][CH3:1])=[C:21]([CH3:22])[O:12]2. The catalyst class is: 1. (3) Reactant: [Br:1][C:2]1[CH:17]=[CH:16][C:5]2[N:6]=[C:7]([C:9]3[CH:10]=[C:11]([CH:13]=[CH:14][CH:15]=3)[NH2:12])[O:8][C:4]=2[CH:3]=1.C(N(CC)CC)C.O1CCCC1.[CH3:30][S:31](Cl)(=[O:33])=[O:32]. Product: [Br:1][C:2]1[CH:17]=[CH:16][C:5]2[N:6]=[C:7]([C:9]3[CH:10]=[C:11]([NH:12][S:31]([CH3:30])(=[O:33])=[O:32])[CH:13]=[CH:14][CH:15]=3)[O:8][C:4]=2[CH:3]=1. The catalyst class is: 777. (4) Reactant: [NH:1]1[CH:5]=[CH:4][CH:3]=[C:2]1[C:6]([OH:8])=O.[NH2:9][C:10]12[C:27](=[O:28])[C:26]3[C:21](=[CH:22][CH:23]=[CH:24][CH:25]=3)[C:11]1([OH:29])[O:12][C:13]1[C:18]([CH2:19][CH3:20])=[CH:17][CH:16]=[CH:15][C:14]=12.C1CCC(N=C=NC2CCCCC2)CC1. Product: [CH2:19]([C:18]1[C:13]2[O:12][C:11]3([OH:29])[C:21]4[C:26]([C:27](=[O:28])[C:10]3([NH:9][C:6]([C:2]3[NH:1][CH:5]=[CH:4][CH:3]=3)=[O:8])[C:14]=2[CH:15]=[CH:16][CH:17]=1)=[CH:25][CH:24]=[CH:23][CH:22]=4)[CH3:20]. The catalyst class is: 2. (5) Reactant: [CH3:1][N:2]([CH3:5])[CH:3]=O.CS([O:10][CH2:11][CH2:12][CH2:13][CH2:14][C:15]([CH3:19])=[C:16]([F:18])[F:17])(=O)=O.[NH:20]1[C:24]2[CH:25]=[CH:26][C:27]([C:29]([OH:31])=[O:30])=[CH:28][C:23]=2[N:22]=C1.C(=O)([O-])O.[Na+]. Product: [F:17][C:16]([F:18])=[C:15]([CH3:19])[CH2:14][CH2:13][CH2:12][CH2:1][N:2]1[C:5]2[CH:25]=[CH:26][C:27]([C:29]([O:10][CH2:11][CH2:12][CH2:13][CH2:14][C:15]([CH3:19])=[C:16]([F:18])[F:17])=[O:31])=[CH:28][C:23]=2[N:22]=[CH:3]1.[F:17][C:16]([F:18])=[C:15]([CH3:19])[CH2:14][CH2:13][CH2:12][CH2:1][N:2]1[C:5]2[CH:28]=[C:27]([C:29]([O:31][CH2:11][CH2:12][CH2:13][CH2:14][C:15]([CH3:19])=[C:16]([F:18])[F:17])=[O:30])[CH:26]=[CH:25][C:24]=2[N:20]=[CH:3]1. The catalyst class is: 6. (6) Reactant: [Br:1][C:2]1[CH:3]=[C:4]2[N:10]=[CH:9][N:8]([CH2:11][C:12]3[CH:23]=[CH:22][C:15]4[N:16]=[C:17](S(C)=O)[O:18][C:14]=4[CH:13]=3)[C:5]2=[N:6][CH:7]=1.[NH2:24][C@@H:25]1[CH2:30][CH2:29][CH2:28][CH2:27][C@H:26]1[OH:31].CCN(C(C)C)C(C)C. Product: [Br:1][C:2]1[CH:3]=[C:4]2[N:10]=[CH:9][N:8]([CH2:11][C:12]3[CH:23]=[CH:22][C:15]4[N:16]=[C:17]([NH:24][C@@H:25]5[CH2:30][CH2:29][CH2:28][CH2:27][C@H:26]5[OH:31])[O:18][C:14]=4[CH:13]=3)[C:5]2=[N:6][CH:7]=1. The catalyst class is: 44.